From a dataset of Full USPTO retrosynthesis dataset with 1.9M reactions from patents (1976-2016). Predict the reactants needed to synthesize the given product. (1) Given the product [N:3]1[CH:4]=[CH:5][N:1]2[C:2]=1[CH:6]=[C:10]([C:11]([O:13][CH2:14][CH3:15])=[O:12])[N:8]=[CH:9]2, predict the reactants needed to synthesize it. The reactants are: [NH:1]1[CH:5]=[CH:4][N:3]=[C:2]1[CH:6]=O.[N+:8]([CH2:10][C:11]([O:13][CH2:14][CH3:15])=[O:12])#[C-:9].C1CCN2C(=NCCC2)CC1.CC(O)=O. (2) Given the product [ClH:46].[ClH:46].[N:11]1([CH2:14][C:15]([N:17]([C:19]2[CH:20]=[CH:21][C:22]([NH:25]/[C:26](=[C:33]3\[C:34](=[O:45])[NH:35][C:36]4[C:41]\3=[CH:40][C:39]([N+:42]([O-:44])=[O:43])=[CH:38][CH:37]=4)/[C:27]3[CH:28]=[CH:29][CH:30]=[CH:31][CH:32]=3)=[CH:23][CH:24]=2)[CH3:18])=[O:16])[CH2:12][CH2:13][NH:8][CH2:9][CH2:10]1, predict the reactants needed to synthesize it. The reactants are: C([N:8]1[CH2:13][CH2:12][N:11]([CH2:14][C:15]([N:17]([C:19]2[CH:24]=[CH:23][C:22]([NH:25]/[C:26](=[C:33]3\[C:34](=[O:45])[NH:35][C:36]4[C:41]\3=[CH:40][C:39]([N+:42]([O-:44])=[O:43])=[CH:38][CH:37]=4)/[C:27]3[CH:32]=[CH:31][CH:30]=[CH:29][CH:28]=3)=[CH:21][CH:20]=2)[CH3:18])=[O:16])[CH2:10][CH2:9]1)C1C=CC=CC=1.[Cl:46]C(OC(Cl)C)=O. (3) Given the product [C:1]([C:3](=[CH:7][C:8]1[CH:13]=[CH:12][CH:11]=[CH:10][C:9]=1[F:14])[C:4]([O:6][N:16]1[C:20](=[O:21])[CH2:19][CH2:18][C:17]1=[O:22])=[O:5])#[N:2], predict the reactants needed to synthesize it. The reactants are: [C:1]([C:3](=[CH:7][C:8]1[CH:13]=[CH:12][CH:11]=[CH:10][C:9]=1[F:14])[C:4]([OH:6])=[O:5])#[N:2].O[N:16]1[C:20](=[O:21])[CH2:19][CH2:18][C:17]1=[O:22].CCN=C=NCCCN(C)C.Cl. (4) The reactants are: [CH2:1]([O:8][CH2:9][C@@H:10]([N:15]1C(=O)C2=CC=CC=C2C1=O)[CH2:11][CH2:12][CH:13]=[CH2:14])[C:2]1[CH:7]=[CH:6][CH:5]=[CH:4][CH:3]=1.O.NN. Given the product [NH2:15][C@@H:10]([CH2:11][CH2:12][CH:13]=[CH2:14])[CH2:9][O:8][CH2:1][C:2]1[CH:7]=[CH:6][CH:5]=[CH:4][CH:3]=1, predict the reactants needed to synthesize it. (5) The reactants are: C([O:8][C:9]1[C:14]([CH2:15][N:16]2[CH2:25][CH2:24][C:23]3[C:18](=[C:19]([Cl:30])[C:20]([C:27]([CH3:29])=[CH2:28])=[CH:21][C:22]=3[Cl:26])[C:17]2=[O:31])=[C:13]([CH3:32])[CH:12]=[C:11]([CH3:33])[N:10]=1)C1C=CC=CC=1. Given the product [Cl:26][C:22]1[CH:21]=[C:20]([CH:27]([CH3:29])[CH3:28])[C:19]([Cl:30])=[C:18]2[C:23]=1[CH2:24][CH2:25][N:16]([CH2:15][C:14]1[C:9](=[O:8])[NH:10][C:11]([CH3:33])=[CH:12][C:13]=1[CH3:32])[C:17]2=[O:31], predict the reactants needed to synthesize it.